From a dataset of Catalyst prediction with 721,799 reactions and 888 catalyst types from USPTO. Predict which catalyst facilitates the given reaction. (1) The catalyst class is: 69. Reactant: Br[CH2:2][C:3]([CH3:5])=[CH2:4].CN(C=O)C.[CH3:11][C:12]1[C:17]([CH3:18])=[CH:16][C:15]([CH3:19])=[CH:14][C:13]=1[OH:20].C(=O)([O-])[O-].[K+].[K+]. Product: [CH3:18][C:17]1[CH:16]=[C:15]([CH3:19])[CH:14]=[C:13]([O:20][CH2:4][C:3]([CH3:5])=[CH2:2])[C:12]=1[CH3:11]. (2) Reactant: [NH2:1][N:2]1[C:7](=[O:8])[C:6]([C:9]2[NH:14][C:13]3[CH:15]=[CH:16][CH:17]=[CH:18][C:12]=3[S:11](=[O:20])(=[O:19])[N:10]=2)=[C:5]([OH:21])[C:4]2[S:22][CH:23]=[CH:24][C:3]1=2.[CH:25](=O)[C:26]1[CH:31]=[CH:30][CH:29]=[CH:28][CH:27]=1. Product: [O:19]=[S:11]1(=[O:20])[C:12]2[CH:18]=[CH:17][CH:16]=[CH:15][C:13]=2[NH:14][C:9]([C:6]2[C:7](=[O:8])[N:2]([N:1]=[CH:25][C:26]3[CH:31]=[CH:30][CH:29]=[CH:28][CH:27]=3)[C:3]3[CH:24]=[CH:23][S:22][C:4]=3[C:5]=2[OH:21])=[N:10]1. The catalyst class is: 80. (3) The catalyst class is: 7. Reactant: [NH2:1][C:2]1[N:6]([C:7]2[CH:12]=[CH:11][C:10]([CH:13]([CH3:15])[CH3:14])=[CH:9][CH:8]=2)[N:5]=[CH:4][CH:3]=1.[ClH:16].[N:17](OCCC(C)C)=[O:18]. Product: [ClH:16].[NH2:1][C:2]1[N:6]([C:7]2[CH:12]=[CH:11][C:10]([CH:13]([CH3:15])[CH3:14])=[CH:9][CH:8]=2)[N:5]=[CH:4][C:3]=1[N:17]=[O:18]. (4) Reactant: [Li+].C[Si]([N-][Si](C)(C)C)(C)C.[NH2:11][C:12]1[N:17]=[CH:16][CH:15]=[CH:14][N:13]=1.F[C:19]1[CH:24]=[C:23]([F:25])[CH:22]=[CH:21][C:20]=1[N+:26]([O-:28])=[O:27]. Product: [F:25][C:23]1[CH:22]=[CH:21][C:20]([N+:26]([O-:28])=[O:27])=[C:19]([NH:11][C:12]2[N:17]=[CH:16][CH:15]=[CH:14][N:13]=2)[CH:24]=1. The catalyst class is: 7. (5) Reactant: [Cl:1][C:2]1[C:7]([F:8])=[C:6]([Cl:9])[CH:5]=[CH:4][C:3]=1[C:10]([N:12]1[CH2:17][CH2:16][NH:15][C:14](=O)[CH2:13]1)=[O:11].F[B-](F)(F)F.C([O+](CC)CC)C.[CH3:31][C:32]1[N:33]=[C:34]([C:37]([NH:39][NH2:40])=O)[S:35][CH:36]=1. Product: [Cl:1][C:2]1[C:7]([F:8])=[C:6]([Cl:9])[CH:5]=[CH:4][C:3]=1[C:10]([N:12]1[CH2:17][CH2:16][N:15]2[C:37]([C:34]3[S:35][CH:36]=[C:32]([CH3:31])[N:33]=3)=[N:39][N:40]=[C:14]2[CH2:13]1)=[O:11]. The catalyst class is: 4. (6) Product: [Cl:17][C:4]1[C:5](=[O:16])[N:6]([C:9]2[CH:14]=[CH:13][C:12]([F:15])=[CH:11][CH:10]=2)[N:7]([CH3:8])[C:3]=1[CH2:2][N:25]1[CH2:26][CH:27]=[C:28]([C:31]2[CH:36]=[C:35]([Cl:37])[CH:34]=[CH:33][C:32]=2[CH3:38])[CH2:29][CH2:30]1. Reactant: Br[CH2:2][C:3]1[N:7]([CH3:8])[N:6]([C:9]2[CH:14]=[CH:13][C:12]([F:15])=[CH:11][CH:10]=2)[C:5](=[O:16])[C:4]=1[Cl:17].C(OC([N:25]1[CH2:30][CH:29]=[C:28]([C:31]2[CH:36]=[C:35]([Cl:37])[CH:34]=[CH:33][C:32]=2[CH3:38])[CH2:27][CH2:26]1)=O)(C)(C)C.C(=O)([O-])[O-].[K+].[K+]. The catalyst class is: 10.